Dataset: Reaction yield outcomes from USPTO patents with 853,638 reactions. Task: Predict the reaction yield, written as a fraction of the theoretical maximum amount of product (1.0 means a 100% yield; for example, 0.34 means a 34% yield). (1) The reactants are [Br:1][C:2]1[CH:9]=[CH:8][CH:7]=[CH:6][C:3]=1[CH:4]=[O:5].C[Si]([C:14]([F:17])([F:16])[F:15])(C)C. The catalyst is O.[F-].C([N+](CCCC)(CCCC)CCCC)CCC.Cl. The product is [Br:1][C:2]1[CH:9]=[CH:8][CH:7]=[CH:6][C:3]=1[CH:4]([OH:5])[C:14]([F:17])([F:16])[F:15]. The yield is 0.720. (2) The reactants are [N+:1]([C:4]1[CH:9]=[CH:8][C:7]([O:10][CH2:11][C@H:12]2[O:14][CH2:13]2)=[CH:6][CH:5]=1)([O-:3])=[O:2].[Cl:15][C:16]1[CH:17]=[C:18]([CH2:23][CH2:24][NH2:25])[CH:19]=[CH:20][C:21]=1[Cl:22]. The catalyst is C(O)C. The product is [N+:1]([C:4]1[CH:5]=[CH:6][C:7]([O:10][CH2:11][C@@H:12]([OH:14])[CH2:13][NH:25][CH2:24][CH2:23][C:18]2[CH:19]=[CH:20][C:21]([Cl:22])=[C:16]([Cl:15])[CH:17]=2)=[CH:8][CH:9]=1)([O-:3])=[O:2]. The yield is 0.770. (3) The reactants are [NH2:1][C:2]1[C:7]([C@H:8]2[CH2:13][CH2:12][CH2:11][CH2:10][C@@H:9]2[O:14][C:15]2[C:20]([F:21])=[CH:19][C:18]([S:22]([N:25](CC3C=CC(OC)=CC=3OC)[C:26]3[CH:31]=[CH:30][N:29]=[CH:28][N:27]=3)(=[O:24])=[O:23])=[C:17]([F:43])[CH:16]=2)=[CH:6][CH:5]=[CH:4][N:3]=1.C([SiH](CC)CC)C.FC(F)(F)C(O)=O. The catalyst is ClCCl. The product is [NH2:1][C:2]1[C:7]([C@H:8]2[CH2:13][CH2:12][CH2:11][CH2:10][C@@H:9]2[O:14][C:15]2[C:20]([F:21])=[CH:19][C:18]([S:22]([NH:25][C:26]3[CH:31]=[CH:30][N:29]=[CH:28][N:27]=3)(=[O:23])=[O:24])=[C:17]([F:43])[CH:16]=2)=[CH:6][CH:5]=[CH:4][N:3]=1. The yield is 0.820. (4) The reactants are [CH2:1]([C:3]1[CH:4]=[C:5]2[C:9](=[CH:10][C:11]=1[N+:12]([O-])=O)[NH:8][CH:7]=[CH:6]2)[CH3:2]. The catalyst is [Ni]. The product is [CH2:1]([C:3]1[CH:4]=[C:5]2[C:9](=[CH:10][C:11]=1[NH2:12])[NH:8][CH:7]=[CH:6]2)[CH3:2]. The yield is 0.480. (5) The yield is 1.00. The catalyst is C(OCC)C. The reactants are [CH2:1]([O:3][C:4]([N:6]1[CH2:11][CH2:10][CH:9]([C:12]2[C:20]3[C:15](=[CH:16][CH:17]=[CH:18][CH:19]=3)[NH:14][CH:13]=2)[CH2:8][CH2:7]1)=[O:5])[CH3:2].Br[CH2:22][C:23]1[O:24][CH:25]=[CH:26][CH:27]=1. The product is [CH2:1]([O:3][C:4]([N:6]1[CH2:11][CH2:10][CH:9]([C:12]2[C:20]3[C:15](=[CH:16][CH:17]=[CH:18][CH:19]=3)[N:14]([CH2:22][C:23]3[O:24][CH:25]=[CH:26][CH:27]=3)[CH:13]=2)[CH2:8][CH2:7]1)=[O:5])[CH3:2]. (6) The reactants are C([BH3-])#N.[Na+].[CH3:5][O:6][C:7]1[CH:8]=[CH:9][CH:10]=[C:11]2[C:16]=1[N:15]=[CH:14][CH:13]=[CH:12]2.Cl.[OH-].[NH4+]. The catalyst is CCO.O. The product is [CH3:5][O:6][C:7]1[CH:8]=[CH:9][CH:10]=[C:11]2[C:16]=1[NH:15][CH2:14][CH2:13][CH2:12]2. The yield is 0.820. (7) The reactants are Br[C:2]1[CH:3]=[C:4]2[C:9](=[N:10][CH:11]=1)[NH:8][CH2:7][CH2:6][CH:5]2[O:12][C:13]1[CH:18]=[CH:17][CH:16]=[C:15]([Cl:19])[CH:14]=1.CC1(C)C(C)(C)OB([C:28]2[CH:29]=[C:30]([N:34]3[CH2:39][CH2:38][O:37][CH2:36][CH2:35]3)[CH:31]=[CH:32][CH:33]=2)O1. The catalyst is C(OCC)(=O)C.CCCCCC. The product is [Cl:19][C:15]1[CH:14]=[C:13]([CH:18]=[CH:17][CH:16]=1)[O:12][CH:5]1[C:4]2[C:9](=[N:10][CH:11]=[C:2]([C:28]3[CH:33]=[CH:32][CH:31]=[C:30]([N:34]4[CH2:35][CH2:36][O:37][CH2:38][CH2:39]4)[CH:29]=3)[CH:3]=2)[NH:8][CH2:7][CH2:6]1. The yield is 0.490. (8) The reactants are C[O:2][C:3](=[O:35])[CH2:4][CH2:5][C:6]1[CH:11]=[CH:10][C:9]([O:12][CH:13]([CH3:33])[CH2:14][CH2:15][O:16][C:17]2[CH:22]=[CH:21][C:20]([CH2:23][CH3:24])=[CH:19][C:18]=2[C:25](=[O:32])[C:26]2[CH:31]=[CH:30][CH:29]=[CH:28][CH:27]=2)=[CH:8][C:7]=1[CH3:34].[OH-].[Na+]. The catalyst is CO. The product is [C:25]([C:18]1[CH:19]=[C:20]([CH2:23][CH3:24])[CH:21]=[CH:22][C:17]=1[O:16][CH2:15][CH2:14][CH:13]([CH3:33])[O:12][C:9]1[CH:10]=[CH:11][C:6]([CH2:5][CH2:4][C:3]([OH:35])=[O:2])=[C:7]([CH3:34])[CH:8]=1)(=[O:32])[C:26]1[CH:27]=[CH:28][CH:29]=[CH:30][CH:31]=1. The yield is 0.980. (9) The reactants are [NH2:1][CH:2]1[CH2:7][CH2:6][N:5]([C:8]([O:10][CH2:11][C:12]2[CH:17]=[CH:16][CH:15]=[CH:14][CH:13]=2)=[O:9])[CH2:4][CH2:3]1.[CH:18]1([N:24]=[C:25]=[O:26])[CH2:23][CH2:22][CH2:21][CH2:20][CH2:19]1.[C:27](Cl)(=[O:32])[CH2:28][C:29](Cl)=[O:30]. The catalyst is C(Cl)(Cl)Cl. The product is [CH:18]1([N:24]2[C:29](=[O:30])[CH2:28][C:27](=[O:32])[N:1]([CH:2]3[CH2:3][CH2:4][N:5]([C:8]([O:10][CH2:11][C:12]4[CH:17]=[CH:16][CH:15]=[CH:14][CH:13]=4)=[O:9])[CH2:6][CH2:7]3)[C:25]2=[O:26])[CH2:23][CH2:22][CH2:21][CH2:20][CH2:19]1. The yield is 0.800.